This data is from Forward reaction prediction with 1.9M reactions from USPTO patents (1976-2016). The task is: Predict the product of the given reaction. (1) The product is: [CH2:1]([C:3]1[CH:4]=[CH:5][C:6]([C:9]2[CH:13]=[C:12]([CH3:14])[S:11][C:10]=2[CH2:15][O:16][C:18]2[CH:23]=[CH:22][C:21]([CH2:24][CH2:25][C:26]([OH:28])=[O:27])=[C:20]([CH3:31])[C:19]=2[CH3:32])=[CH:7][CH:8]=1)[CH3:2]. Given the reactants [CH2:1]([C:3]1[CH:8]=[CH:7][C:6]([C:9]2[CH:13]=[C:12]([CH3:14])[S:11][C:10]=2[CH2:15][OH:16])=[CH:5][CH:4]=1)[CH3:2].O[C:18]1[CH:23]=[CH:22][C:21]([CH2:24][CH2:25][C:26]([O:28]CC)=[O:27])=[C:20]([CH3:31])[C:19]=1[CH3:32].C(C1C=CC(C2C=C(C)SC=2COC2C(F)=CC(CCC(OCC)=O)=CC=2F)=CC=1)C, predict the reaction product. (2) The product is: [ClH:20].[CH3:1][O:2][C:3]1[CH:4]=[C:5]2[C:10](=[CH:11][C:12]=1[O:13][CH3:14])[CH2:9][N:8]([CH2:15][C:16]([OH:18])=[O:17])[CH2:7][CH2:6]2. Given the reactants [CH3:1][O:2][C:3]1[CH:4]=[C:5]2[C:10](=[CH:11][C:12]=1[O:13][CH3:14])[CH2:9][N:8]([CH2:15][C:16]([O:18]C)=[O:17])[CH2:7][CH2:6]2.[ClH:20], predict the reaction product. (3) Given the reactants [F:1][C:2]1[CH:3]=[C:4]([N:28]2[CH2:32][C@H:31]([CH2:33][NH:34][C:35](=[O:37])[CH3:36])[O:30][C:29]2=[O:38])[CH:5]=[CH:6][C:7]=1C1C(C)=NC(O[C@@H]2COC3=NC([N+]([O-])=O)=CN3C2)=CC=1.Br[C:40]1[C:41]([C:59]([F:62])([F:61])[F:60])=[N:42][C:43]([O:46][C@@H:47]2[CH2:52][O:51][C:50]3=[N:53][C:54]([N+:56]([O-:58])=[O:57])=[CH:55][N:49]3[CH2:48]2)=[N:44][CH:45]=1, predict the reaction product. The product is: [F:1][C:2]1[CH:3]=[C:4]([N:28]2[CH2:32][C@H:31]([CH2:33][NH:34][C:35](=[O:37])[CH3:36])[O:30][C:29]2=[O:38])[CH:5]=[CH:6][C:7]=1[C:40]1[C:41]([C:59]([F:62])([F:61])[F:60])=[N:42][C:43]([O:46][C@@H:47]2[CH2:52][O:51][C:50]3=[N:53][C:54]([N+:56]([O-:58])=[O:57])=[CH:55][N:49]3[CH2:48]2)=[N:44][CH:45]=1. (4) Given the reactants [OH:1][C:2]1[C:6]([CH2:7][C:8]([O:10][CH3:11])=[O:9])=[CH:5][N:4]([CH3:12])[N:3]=1.Cl[CH2:14][C:15]1[CH:34]=[CH:33][C:18]([O:19][CH2:20][C:21]2[N:22]=[C:23]([C:27]3[CH:32]=[CH:31][CH:30]=[CH:29][CH:28]=3)[O:24][C:25]=2[CH3:26])=[CH:17][CH:16]=1.C(=O)([O-])[O-].[K+].[K+].CN(C)C=O, predict the reaction product. The product is: [CH3:12][N:4]1[CH:5]=[C:6]([CH2:7][C:8]([O:10][CH3:11])=[O:9])[C:2]([O:1][CH2:14][C:15]2[CH:16]=[CH:17][C:18]([O:19][CH2:20][C:21]3[N:22]=[C:23]([C:27]4[CH:32]=[CH:31][CH:30]=[CH:29][CH:28]=4)[O:24][C:25]=3[CH3:26])=[CH:33][CH:34]=2)=[N:3]1. (5) Given the reactants [C:1]([O:5][C:6](=[O:25])[NH:7][C:8]1[CH:13]=[C:12]([O:14][CH2:15][C:16]([F:19])([F:18])[F:17])[C:11]([C:20]([F:23])([F:22])[F:21])=[CH:10][C:9]=1[NH2:24])([CH3:4])([CH3:3])[CH3:2].C([O:30][C:31](=O)[CH2:32][C:33](=[O:51])[C:34]1[CH:39]=[CH:38][CH:37]=[C:36]([C:40]2[CH:45]=[CH:44][N:43]=[C:42]([N:46]3[CH2:50][CH2:49][CH2:48][CH2:47]3)[CH:41]=2)[CH:35]=1)(C)(C)C, predict the reaction product. The product is: [C:1]([O:5][C:6](=[O:25])[NH:7][C:8]1[CH:13]=[C:12]([O:14][CH2:15][C:16]([F:18])([F:17])[F:19])[C:11]([C:20]([F:22])([F:23])[F:21])=[CH:10][C:9]=1[NH:24][C:31](=[O:30])[CH2:32][C:33](=[O:51])[C:34]1[CH:39]=[CH:38][CH:37]=[C:36]([C:40]2[CH:45]=[CH:44][N:43]=[C:42]([N:46]3[CH2:47][CH2:48][CH2:49][CH2:50]3)[CH:41]=2)[CH:35]=1)([CH3:4])([CH3:2])[CH3:3]. (6) Given the reactants [O:1]=[C:2]1[N:8]2[CH2:9][C@H:4]([CH2:5][CH2:6][C@@H:7]2[C:10]([NH:12][NH:13][C:14]([CH:16]2[CH2:19][N:18](C(OC(C)(C)C)=O)[CH2:17]2)=[O:15])=[O:11])[N:3]1[O:27][S:28]([OH:31])(=[O:30])=[O:29].FC(F)(F)C(O)=O, predict the reaction product. The product is: [NH:18]1[CH2:17][CH:16]([C:14]([NH:13][NH:12][C:10]([C@H:7]2[CH2:6][CH2:5][C@H:4]3[CH2:9][N:8]2[C:2](=[O:1])[N:3]3[O:27][S:28]([OH:31])(=[O:30])=[O:29])=[O:11])=[O:15])[CH2:19]1. (7) Given the reactants Br[C:2]1[CH:3]=[CH:4][C:5]([C:13]([OH:15])=[O:14])=[N:6][C:7]=1[O:8][CH2:9][CH:10]1[CH2:12][CH2:11]1.[NH:16]1[CH:20]=[CH:19][C:18](B(O)O)=[N:17]1.C(=O)([O-])[O-].[Na+].[Na+].O, predict the reaction product. The product is: [CH:10]1([CH2:9][O:8][C:7]2[N:6]=[C:5]([C:13]([OH:15])=[O:14])[CH:4]=[CH:3][C:2]=2[C:20]2[CH:19]=[CH:18][NH:17][N:16]=2)[CH2:12][CH2:11]1. (8) Given the reactants [CH2:1]=[CH:2][C:3]1[CH:8]=[CH:7][CH:6]=[CH:5][CH:4]=1.[C:9]([O:13]CCCC)(=[O:12])[CH:10]=[CH2:11].C(O)(=O)C(C)=C, predict the reaction product. The product is: [CH2:1]=[CH:2][C:3]1[CH:8]=[CH:7][CH:6]=[CH:5][CH:4]=1.[C:9]([O-:13])(=[O:12])[CH:10]=[CH2:11]. (9) Given the reactants [F:1][C:2]1[C:7]([OH:8])=[CH:6][CH:5]=[C:4]([F:9])[C:3]=1[C:10]([C:12]1[CH:13]=[C:14]2[C:19](=[CH:20][CH:21]=1)[N:18]=[CH:17][CH:16]=[N:15]2)=[O:11].C([O-])([O-])=O.[K+].[K+].Br[CH2:29][C:30]1[CH:35]=[CH:34][CH:33]=[CH:32][CH:31]=1, predict the reaction product. The product is: [CH2:29]([O:8][C:7]1[C:2]([F:1])=[C:3]([C:10]([C:12]2[CH:13]=[C:14]3[C:19](=[CH:20][CH:21]=2)[N:18]=[CH:17][CH:16]=[N:15]3)=[O:11])[C:4]([F:9])=[CH:5][CH:6]=1)[C:30]1[CH:35]=[CH:34][CH:33]=[CH:32][CH:31]=1. (10) The product is: [OH:19][C:18]([C:2]1[CH:10]=[CH:9][C:5]([C:6]([OH:8])=[O:7])=[CH:4][C:3]=1[CH3:11])([CH3:20])[CH3:17]. Given the reactants Br[C:2]1[CH:10]=[CH:9][C:5]([C:6]([OH:8])=[O:7])=[CH:4][C:3]=1[CH3:11].C([Li])CCC.[CH3:17][C:18]([CH3:20])=[O:19].Cl, predict the reaction product.